The task is: Predict which catalyst facilitates the given reaction.. This data is from Catalyst prediction with 721,799 reactions and 888 catalyst types from USPTO. (1) Reactant: Br[CH2:2][C:3]1[CH:8]=[C:7]([Br:9])[CH:6]=[C:5]([Br:10])[C:4]=1[OH:11].N[C:13]1[CH:18]=[CH:17][CH:16]=[CH:15][C:14]=1[SH:19].C([N:22](CC)CC)C. Product: [NH2:22][S:19][C:14]1[CH:15]=[CH:16][CH:17]=[CH:18][C:13]=1[CH2:2][C:3]1[CH:8]=[C:7]([Br:9])[CH:6]=[C:5]([Br:10])[C:4]=1[OH:11]. The catalyst class is: 1. (2) Reactant: [C:1]([OH:4])(=[O:3])[CH3:2].[C:5](O)(=O)[CH3:6].[I:9][C:10]1[CH:15]=[CH:14][CH:13]=[CH:12][CH:11]=1.II.O. Product: [CH:11]1([C:12]2[CH:13]=[CH:14][CH:15]=[C:10]([I:9])[C:2]=2[C:1]([OH:4])=[O:3])[CH2:6][CH2:5]1. The catalyst class is: 613.